Dataset: NCI-60 drug combinations with 297,098 pairs across 59 cell lines. Task: Regression. Given two drug SMILES strings and cell line genomic features, predict the synergy score measuring deviation from expected non-interaction effect. (1) Drug 1: CN1CCC(CC1)COC2=C(C=C3C(=C2)N=CN=C3NC4=C(C=C(C=C4)Br)F)OC. Drug 2: CC1CCC2CC(C(=CC=CC=CC(CC(C(=O)C(C(C(=CC(C(=O)CC(OC(=O)C3CCCCN3C(=O)C(=O)C1(O2)O)C(C)CC4CCC(C(C4)OC)O)C)C)O)OC)C)C)C)OC. Cell line: MCF7. Synergy scores: CSS=36.5, Synergy_ZIP=0.480, Synergy_Bliss=4.45, Synergy_Loewe=-5.64, Synergy_HSA=7.13. (2) Drug 1: CN1C(=O)N2C=NC(=C2N=N1)C(=O)N. Drug 2: C(CCl)NC(=O)N(CCCl)N=O. Cell line: T-47D. Synergy scores: CSS=6.58, Synergy_ZIP=-4.13, Synergy_Bliss=-4.80, Synergy_Loewe=0.902, Synergy_HSA=-3.67. (3) Drug 2: CC1=CC=C(C=C1)C2=CC(=NN2C3=CC=C(C=C3)S(=O)(=O)N)C(F)(F)F. Synergy scores: CSS=-3.40, Synergy_ZIP=1.67, Synergy_Bliss=-2.77, Synergy_Loewe=-5.33, Synergy_HSA=-5.52. Drug 1: CS(=O)(=O)C1=CC(=C(C=C1)C(=O)NC2=CC(=C(C=C2)Cl)C3=CC=CC=N3)Cl. Cell line: SW-620. (4) Cell line: TK-10. Drug 1: C1=NC2=C(N=C(N=C2N1C3C(C(C(O3)CO)O)F)Cl)N. Synergy scores: CSS=0.730, Synergy_ZIP=-1.04, Synergy_Bliss=-1.29, Synergy_Loewe=-6.39, Synergy_HSA=-4.01. Drug 2: CS(=O)(=O)OCCCCOS(=O)(=O)C. (5) Drug 1: C1CCC(CC1)NC(=O)N(CCCl)N=O. Drug 2: C1=NC2=C(N1)C(=S)N=CN2. Cell line: SNB-19. Synergy scores: CSS=39.3, Synergy_ZIP=-6.57, Synergy_Bliss=-6.09, Synergy_Loewe=-11.2, Synergy_HSA=-4.10. (6) Drug 1: COC1=CC(=CC(=C1O)OC)C2C3C(COC3=O)C(C4=CC5=C(C=C24)OCO5)OC6C(C(C7C(O6)COC(O7)C8=CC=CS8)O)O. Drug 2: CS(=O)(=O)CCNCC1=CC=C(O1)C2=CC3=C(C=C2)N=CN=C3NC4=CC(=C(C=C4)OCC5=CC(=CC=C5)F)Cl. Cell line: OVCAR3. Synergy scores: CSS=29.6, Synergy_ZIP=-6.98, Synergy_Bliss=2.81, Synergy_Loewe=-4.66, Synergy_HSA=2.45. (7) Drug 1: CCN(CC)CCCC(C)NC1=C2C=C(C=CC2=NC3=C1C=CC(=C3)Cl)OC. Drug 2: CC1C(C(CC(O1)OC2CC(CC3=C2C(=C4C(=C3O)C(=O)C5=C(C4=O)C(=CC=C5)OC)O)(C(=O)CO)O)N)O.Cl. Cell line: SR. Synergy scores: CSS=43.2, Synergy_ZIP=-8.16, Synergy_Bliss=-18.3, Synergy_Loewe=-17.8, Synergy_HSA=-16.8. (8) Drug 1: C1=CC(=CC=C1CCC2=CNC3=C2C(=O)NC(=N3)N)C(=O)NC(CCC(=O)O)C(=O)O. Cell line: NCI-H522. Drug 2: C1=C(C(=O)NC(=O)N1)F. Synergy scores: CSS=12.2, Synergy_ZIP=-11.9, Synergy_Bliss=-20.0, Synergy_Loewe=-59.7, Synergy_HSA=-17.4. (9) Drug 1: CN(C(=O)NC(C=O)C(C(C(CO)O)O)O)N=O. Drug 2: CC1C(C(CC(O1)OC2CC(CC3=C2C(=C4C(=C3O)C(=O)C5=C(C4=O)C(=CC=C5)OC)O)(C(=O)CO)O)N)O.Cl. Cell line: NCIH23. Synergy scores: CSS=44.1, Synergy_ZIP=-2.34, Synergy_Bliss=-2.64, Synergy_Loewe=-1.04, Synergy_HSA=0.000615.